Dataset: Forward reaction prediction with 1.9M reactions from USPTO patents (1976-2016). Task: Predict the product of the given reaction. (1) Given the reactants C(OC([NH:8][CH:9]1[CH2:14][CH2:13][CH:12]([CH2:15][NH:16][C:17](=[O:26])[O:18][CH2:19][C:20]2[CH:25]=[CH:24][CH:23]=[CH:22][CH:21]=2)[CH2:11][CH2:10]1)=O)(C)(C)C.[ClH:27].O1CCOCC1, predict the reaction product. The product is: [ClH:27].[NH2:8][CH:9]1[CH2:14][CH2:13][CH:12]([CH2:15][NH:16][C:17](=[O:26])[O:18][CH2:19][C:20]2[CH:21]=[CH:22][CH:23]=[CH:24][CH:25]=2)[CH2:11][CH2:10]1. (2) Given the reactants I[C:2]1[CH:7]=[CH:6][C:5]([C:8]2[CH:13]=[CH:12][C:11](I)=[CH:10][CH:9]=2)=[CH:4][CH:3]=1.C(=O)([O-])[O-].[Cs+].[Cs+].[CH3:21][CH2:22][CH2:23][CH2:24][CH2:25][CH3:26].[C:27]1([PH:33][C:34]2[CH:39]=[CH:38][CH:37]=[CH:36][CH:35]=2)[CH:32]=[CH:31][CH:30]=[CH:29][CH:28]=1, predict the reaction product. The product is: [C:23]1([P:33]([C:27]2[CH:32]=[CH:31][CH:30]=[CH:29][CH:28]=2)[C:2]2[CH:7]=[CH:6][C:5]([C:8]3[CH:13]=[CH:12][C:11]([P:33]([C:27]4[CH:28]=[CH:29][CH:30]=[CH:31][CH:32]=4)[C:34]4[CH:35]=[CH:36][CH:37]=[CH:38][CH:39]=4)=[CH:10][CH:9]=3)=[CH:4][CH:3]=2)[CH:22]=[CH:21][CH:26]=[CH:25][CH:24]=1. (3) Given the reactants [C:1]([O:5][C:6]([NH:8][C@@H:9]([C:13]1[CH:17]=[CH:16][S:15][CH:14]=1)[C:10](O)=[O:11])=[O:7])([CH3:4])([CH3:3])[CH3:2], predict the reaction product. The product is: [C:1]([O:5][C:6](=[O:7])[NH:8][C@@H:9]([C:13]1[CH:17]=[CH:16][S:15][CH:14]=1)[CH2:10][OH:11])([CH3:4])([CH3:2])[CH3:3]. (4) Given the reactants [CH3:1][N:2]([CH:4]=[N:5][C:6]1[NH:7][CH:8]=[CH:9][N:10]=1)[CH3:3].C(N(CC)CC)C.[C:18](Cl)([C:31]1[CH:36]=[CH:35][CH:34]=[CH:33][CH:32]=1)([C:25]1[CH:30]=[CH:29][CH:28]=[CH:27][CH:26]=1)[C:19]1[CH:24]=[CH:23][CH:22]=[CH:21][CH:20]=1, predict the reaction product. The product is: [C:18]([N:7]1[CH:8]=[CH:9][N:10]=[C:6]1[N:5]=[CH:4][N:2]([CH3:3])[CH3:1])([C:19]1[CH:24]=[CH:23][CH:22]=[CH:21][CH:20]=1)([C:31]1[CH:32]=[CH:33][CH:34]=[CH:35][CH:36]=1)[C:25]1[CH:26]=[CH:27][CH:28]=[CH:29][CH:30]=1.